From a dataset of Forward reaction prediction with 1.9M reactions from USPTO patents (1976-2016). Predict the product of the given reaction. (1) Given the reactants [F:1][C:2]1[CH:7]=[CH:6][C:5]([NH:8][C:9](=[O:14])[CH2:10][C:11]([OH:13])=O)=[CH:4][CH:3]=1.C(N(CC)CC)C.[NH2:22][C:23]1[CH:28]=[CH:27][C:26]([OH:29])=[C:25]([F:30])[CH:24]=1.CN([P+](ON1N=NC2C=CC=CC1=2)(N(C)C)N(C)C)C.F[P-](F)(F)(F)(F)F, predict the reaction product. The product is: [F:30][C:25]1[CH:24]=[C:23]([NH:22][C:11](=[O:13])[CH2:10][C:9]([NH:8][C:5]2[CH:4]=[CH:3][C:2]([F:1])=[CH:7][CH:6]=2)=[O:14])[CH:28]=[CH:27][C:26]=1[OH:29]. (2) Given the reactants [C:1]([NH2:4])(=[O:3])[CH3:2].[C:5]([OH:9])(=[O:8])[CH:6]=[O:7], predict the reaction product. The product is: [C:1]([NH:4][CH:6]([OH:7])[C:5]([OH:9])=[O:8])(=[O:3])[CH3:2].